From a dataset of Full USPTO retrosynthesis dataset with 1.9M reactions from patents (1976-2016). Predict the reactants needed to synthesize the given product. (1) Given the product [NH:1]1[C:5]2[CH:6]=[CH:7][CH:8]=[CH:9][C:4]=2[N:3]=[C:2]1[C:10]([C:12]1[CH:17]=[CH:16][C:15]([O:18][C:19]2[C:24]([C:25]3[CH2:30][CH2:29][CH:28]([OH:31])[CH2:27][CH:26]=3)=[N:23][CH:22]=[CH:21][N:20]=2)=[CH:14][CH:13]=1)=[O:11], predict the reactants needed to synthesize it. The reactants are: [NH:1]1[C:5]2[CH:6]=[CH:7][CH:8]=[CH:9][C:4]=2[N:3]=[C:2]1[C:10]([C:12]1[CH:17]=[CH:16][C:15]([O:18][C:19]2[C:24]([C:25]3[CH2:30][CH2:29][CH:28]([O:31][Si](C(C)(C)C)(C)C)[CH2:27][CH:26]=3)=[N:23][CH:22]=[CH:21][N:20]=2)=[CH:14][CH:13]=1)=[O:11].[F-].C([N+](CCCC)(CCCC)CCCC)CCC. (2) Given the product [ClH:66].[C:14]1([C@@H:11]2[CH2:12][CH2:13][C@@H:9]([CH2:8][NH2:7])[CH2:10]2)[N:19]2[C:20]3[CH:26]=[CH:25][NH:24][C:21]=3[N:22]=[CH:23][C:18]2=[N:17][N:16]=1, predict the reactants needed to synthesize it. The reactants are: C(OC(=O)[NH:7][CH2:8][C@@H:9]1[CH2:13][CH2:12][C@@H:11]([C:14]([NH:16][NH:17][C:18]2[N:19]=[C:20]3[CH:26]=[CH:25][N:24](S(C4C=CC(C)=CC=4)(=O)=O)[C:21]3=[N:22][CH:23]=2)=O)[CH2:10]1)(C)(C)C.C(OC(NC[C@@H]1CC[C@@H](C(O)=O)C1)=O)(C)(C)C.CCN(C(C)C)C(C)C.O=S(Cl)[Cl:66].[OH-].[Na+]. (3) Given the product [Cl:23][C:21]1[CH:20]=[CH:19][C:18]([O:24][CH2:25][CH:26]2[CH2:31][CH2:30][O:29][CH2:28][CH2:27]2)=[C:17]([C:12]2[N:11]([C:7]3[CH:6]=[C:5]([CH:10]=[CH:9][CH:8]=3)[C:4]([OH:32])=[O:3])[C:15]([CH3:16])=[CH:14][CH:13]=2)[CH:22]=1, predict the reactants needed to synthesize it. The reactants are: C([O:3][C:4](=[O:32])[C:5]1[CH:10]=[CH:9][CH:8]=[C:7]([N:11]2[C:15]([CH3:16])=[CH:14][CH:13]=[C:12]2[C:17]2[CH:22]=[C:21]([Cl:23])[CH:20]=[CH:19][C:18]=2[O:24][CH2:25][CH:26]2[CH2:31][CH2:30][O:29][CH2:28][CH2:27]2)[CH:6]=1)C. (4) Given the product [Cl:21][C:22]1[C:32]2[CH:31]=[CH:30][C:29]3[CH:33]=[CH:34][CH:35]=[CH:36][C:28]=3[C:27](=[CH:11][C:12]3[CH:13]=[C:14]([NH2:18])[CH:15]=[CH:16][CH:17]=3)[C:26]=2[CH:25]=[CH:24][CH:23]=1, predict the reactants needed to synthesize it. The reactants are: [H-].[Na+].C(OP([CH2:11][C:12]1[CH:17]=[CH:16][CH:15]=[C:14]([N+:18]([O-])=O)[CH:13]=1)(=O)OCC)C.[Cl:21][C:22]1[C:32]2[CH2:31][CH2:30][C:29]3[CH:33]=[CH:34][CH:35]=[CH:36][C:28]=3[C:27](=O)[C:26]=2[CH:25]=[CH:24][CH:23]=1.Cl[Sn]Cl.[OH-].[Na+]. (5) Given the product [CH3:18][O:19][C:20]1[CH:21]=[C:22]([NH:32][C:2]2[N:7]=[C:6]([C:8]([OH:11])([CH3:10])[CH3:9])[CH:5]=[C:4]([N:12]3[CH2:17][CH2:16][O:15][CH2:14][CH2:13]3)[N:3]=2)[CH:23]=[CH:24][C:25]=1[N:26]1[CH:30]=[C:29]([CH3:31])[N:28]=[CH:27]1, predict the reactants needed to synthesize it. The reactants are: Cl[C:2]1[N:7]=[C:6]([C:8]([OH:11])([CH3:10])[CH3:9])[CH:5]=[C:4]([N:12]2[CH2:17][CH2:16][O:15][CH2:14][CH2:13]2)[N:3]=1.[CH3:18][O:19][C:20]1[CH:21]=[C:22]([NH2:32])[CH:23]=[CH:24][C:25]=1[N:26]1[CH:30]=[C:29]([CH3:31])[N:28]=[CH:27]1. (6) The reactants are: [Cl:1][C:2]1[CH:17]=[CH:16][C:5]2[N:6]=[C:7]([N:9]3[CH2:14][CH2:13][CH:12]([NH2:15])[CH2:11][CH2:10]3)[S:8][C:4]=2[CH:3]=1.[CH3:18][O:19][C:20](=[O:30])[CH2:21][C:22]1[CH:27]=[CH:26][CH:25]=[C:24]([CH2:28]Br)[CH:23]=1.C(=O)([O-])[O-].[K+].[K+].CN(C)C=O. Given the product [CH3:18][O:19][C:20](=[O:30])[CH2:21][C:22]1[CH:27]=[CH:26][CH:25]=[C:24]([CH2:28][NH:15][CH:12]2[CH2:11][CH2:10][N:9]([C:7]3[S:8][C:4]4[CH:3]=[C:2]([Cl:1])[CH:17]=[CH:16][C:5]=4[N:6]=3)[CH2:14][CH2:13]2)[CH:23]=1, predict the reactants needed to synthesize it. (7) Given the product [CH2:1]([S:3]([C:6]1[N:7]=[CH:8][C:9]([C:19]2[CH:20]=[CH:21][C:16]([C:13]([OH:15])=[O:14])=[C:17]([F:25])[CH:18]=2)=[CH:10][CH:11]=1)(=[O:5])=[O:4])[CH3:2], predict the reactants needed to synthesize it. The reactants are: [CH2:1]([S:3]([C:6]1[CH:11]=[CH:10][C:9](I)=[CH:8][N:7]=1)(=[O:5])=[O:4])[CH3:2].[C:13]([C:16]1[CH:21]=[CH:20][C:19](B(O)O)=[CH:18][C:17]=1[F:25])([OH:15])=[O:14].C(=O)([O-])[O-].[Na+].[Na+].